This data is from Reaction yield outcomes from USPTO patents with 853,638 reactions. The task is: Predict the reaction yield, written as a fraction of the theoretical maximum amount of product (1.0 means a 100% yield; for example, 0.34 means a 34% yield). (1) The reactants are [Cl:1][C:2]1[C:3]([O:12][C:13]2[CH:18]=[C:17]([OH:19])[CH:16]=[CH:15][C:14]=2/[CH:20]=[CH:21]/[C:22]([O:24][CH2:25][CH3:26])=[O:23])=[N:4][CH:5]=[C:6]([C:8]([F:11])([F:10])[F:9])[CH:7]=1.[CH:27]([O:30][CH2:31][CH:32]1[O:34][CH2:33]1)([CH3:29])[CH3:28].C(=O)([O-])[O-].[K+].[K+].[I-].[Na+]. The catalyst is O.CN(C)C=O. The product is [Cl:1][C:2]1[C:3]([O:12][C:13]2[CH:18]=[C:17]([O:19][CH2:33][CH:32]([OH:34])[CH2:31][O:30][CH:27]([CH3:29])[CH3:28])[CH:16]=[CH:15][C:14]=2/[CH:20]=[CH:21]/[C:22]([O:24][CH2:25][CH3:26])=[O:23])=[N:4][CH:5]=[C:6]([C:8]([F:9])([F:11])[F:10])[CH:7]=1. The yield is 0.810. (2) The reactants are CC1(C)[O:7][CH2:6][CH:5]([NH:8][C:9]2[CH:14]=[CH:13][C:12]([CH2:15][CH2:16][CH2:17][CH2:18][CH2:19][CH2:20][CH2:21][CH3:22])=[CH:11][CH:10]=2)[CH2:4][O:3]1. The catalyst is CO. The product is [CH2:15]([C:12]1[CH:11]=[CH:10][C:9]([NH:8][CH:5]([CH2:6][OH:7])[CH2:4][OH:3])=[CH:14][CH:13]=1)[CH2:16][CH2:17][CH2:18][CH2:19][CH2:20][CH2:21][CH3:22]. The yield is 1.00. (3) The product is [S:31]([OH:35])([OH:34])(=[O:33])=[O:32].[F:1][C:2]1[CH:7]=[CH:6][C:5]([F:8])=[CH:4][C:3]=1[C@H:9]1[CH2:13][CH2:12][CH2:11][N:10]1[C:14]1[CH:19]=[CH:18][N:17]2[N:20]=[CH:21][C:22]([NH:23][C:24]([CH2:9][N:10]3[CH2:14][CH:36]([OH:37])[CH2:11]3)=[O:25])=[C:16]2[N:15]=1. No catalyst specified. The reactants are [F:1][C:2]1[CH:7]=[CH:6][C:5]([F:8])=[CH:4][C:3]=1[C@H:9]1[CH2:13][CH2:12][CH2:11][N:10]1[C:14]1[CH:19]=[CH:18][N:17]2[N:20]=[CH:21][C:22]([NH:23][C:24](N3CC(O)C3)=[O:25])=[C:16]2[N:15]=1.[S:31](=[O:35])(=[O:34])([OH:33])[OH:32].[CH3:36][OH:37]. The yield is 0.700.